Dataset: Catalyst prediction with 721,799 reactions and 888 catalyst types from USPTO. Task: Predict which catalyst facilitates the given reaction. (1) Reactant: [Cl:1][C:2]1[CH:3]=[C:4]([CH2:8][S:9]([NH:12]CC2C=CC(OC)=CC=2OC)(=[O:11])=[O:10])[CH:5]=[CH:6][CH:7]=1.C[Li].[CH3:26][C:27]([CH3:29])=[O:28].FC(F)(F)C(O)=O. Product: [Cl:1][C:2]1[CH:3]=[C:4]([CH:8]([S:9]([NH2:12])(=[O:10])=[O:11])[C:27]([OH:28])([CH3:29])[CH3:26])[CH:5]=[CH:6][CH:7]=1. The catalyst class is: 165. (2) The catalyst class is: 8. Product: [CH3:1][N:2]([CH3:37])[CH2:3][CH2:4][N:5]1[CH:9]=[C:8]([C:10]2[CH:36]=[CH:35][C:13]3[N:14]([C:17]4[CH:18]=[C:19]([NH2:31])[CH:20]=[C:21]([C:23]5[CH:28]=[CH:27][C:26]([F:29])=[CH:25][C:24]=5[F:30])[CH:22]=4)[CH:15]=[N:16][C:12]=3[CH:11]=2)[N:7]=[N:6]1. Reactant: [CH3:1][N:2]([CH3:37])[CH2:3][CH2:4][N:5]1[CH:9]=[C:8]([C:10]2[CH:36]=[CH:35][C:13]3[N:14]([C:17]4[CH:18]=[C:19]([NH:31]C(=O)C)[CH:20]=[C:21]([C:23]5[CH:28]=[CH:27][C:26]([F:29])=[CH:25][C:24]=5[F:30])[CH:22]=4)[CH:15]=[N:16][C:12]=3[CH:11]=2)[N:7]=[N:6]1.[OH-].[Na+]. (3) Reactant: [Zn:1].[Br:2]CCBr.Cl[Si](C)(C)C.Br[CH2:12][C:13]1[CH:18]=[C:17]([C:19]([F:22])([F:21])[F:20])[CH:16]=[C:15]([F:23])[CH:14]=1. Product: [Br-:2].[F:23][C:15]1[CH:14]=[C:13]([CH:18]=[C:17]([C:19]([F:22])([F:21])[F:20])[CH:16]=1)[CH2:12][Zn+:1]. The catalyst class is: 1. (4) Reactant: [Br:1][C:2]1[CH:12]=[CH:11][C:5]([C:6]([O:8][CH2:9][CH3:10])=[O:7])=[CH:4][C:3]=1[OH:13].C(=O)([O-])[O-].[K+].[K+].Cl[CH2:21][C:22]([CH3:25])([OH:24])[CH3:23]. Product: [OH:24][C:22]([CH3:25])([CH3:23])[CH2:21][O:13][C:3]1[CH:4]=[C:5]([CH:11]=[CH:12][C:2]=1[Br:1])[C:6]([O:8][CH2:9][CH3:10])=[O:7]. The catalyst class is: 3.